Dataset: Full USPTO retrosynthesis dataset with 1.9M reactions from patents (1976-2016). Task: Predict the reactants needed to synthesize the given product. (1) Given the product [Cl:1][C:2]1[CH:7]=[CH:6][N:5]=[C:4]2[CH:8]=[C:9]([C:17]([O:19][CH3:20])=[O:18])[S:10][C:3]=12, predict the reactants needed to synthesize it. The reactants are: [Cl:1][C:2]1[CH:7]=[CH:6][N:5]=[C:4]2[CH:8]=[CH:9][S:10][C:3]=12.[Li]CCCC.Cl[C:17]([O:19][CH3:20])=[O:18]. (2) Given the product [Br:1][C:2]1[C:3]([N:21]2[CH2:26][CH2:25][CH2:24][C@H:23]([NH:27][C:28](=[O:34])[O:29][C:30]([CH3:32])([CH3:31])[CH3:33])[CH2:22]2)=[C:4]2[C:10]([NH:11][C:12](=[O:19])[C:13]3[CH:18]=[CH:17][CH:16]=[N:15][CH:14]=3)=[CH:9][NH:8][C:5]2=[N:6][CH:7]=1, predict the reactants needed to synthesize it. The reactants are: [Br:1][C:2]1[C:3](F)=[C:4]2[C:10]([NH:11][C:12](=[O:19])[C:13]3[CH:18]=[CH:17][CH:16]=[N:15][CH:14]=3)=[CH:9][NH:8][C:5]2=[N:6][CH:7]=1.[NH:21]1[CH2:26][CH2:25][CH2:24][CH:23]([NH:27][C:28](=[O:34])[O:29][C:30]([CH3:33])([CH3:32])[CH3:31])[CH2:22]1. (3) Given the product [Cl:21][C:19]1[CH:18]=[CH:17][C:16]([F:22])=[C:15]([CH2:14][S:8][C:9](=[O:11])[CH3:10])[CH:20]=1, predict the reactants needed to synthesize it. The reactants are: ClC1SC(Cl)=CC=1C[S:8][C:9](=[O:11])[CH3:10].Br[CH2:14][C:15]1[CH:20]=[C:19]([Cl:21])[CH:18]=[CH:17][C:16]=1[F:22].BrCC1C=C(Cl)SC=1Cl. (4) Given the product [NH2:28][CH:25]1[CH2:26][CH2:27][CH:22]([NH:21][C@@H:19]2[CH2:20][C@H:18]2[C:15]2[CH:14]=[CH:13][C:12]([C:6]3[CH:5]=[C:4]([CH:9]=[C:8]([O:10][CH3:11])[CH:7]=3)[C:2]#[N:3])=[N:17][CH:16]=2)[CH2:23][CH2:24]1, predict the reactants needed to synthesize it. The reactants are: Cl.[C:2]([C:4]1[CH:5]=[C:6]([C:12]2[N:17]=[CH:16][C:15]([C@@H:18]3[CH2:20][C@H:19]3[NH:21][CH:22]3[CH2:27][CH2:26][CH:25]([NH:28]C(=O)OC(C)(C)C)[CH2:24][CH2:23]3)=[CH:14][CH:13]=2)[CH:7]=[C:8]([O:10][CH3:11])[CH:9]=1)#[N:3]. (5) The reactants are: [CH3:1][C@H:2]1[CH2:7][N:6]([CH2:8][C:9]2[CH:18]=[N:17][C:16]3[NH:15][C:14](=[O:19])[N:13]4[N:20]=[CH:21][N:22]=[C:12]4[C:11]=3[CH:10]=2)[CH2:5][C@@H:4]([CH3:23])[O:3]1.[F:24][C:25]([F:36])([F:35])[O:26][C:27]1[CH:34]=[CH:33][C:30]([CH2:31]Br)=[CH:29][CH:28]=1.C(=O)([O-])[O-].[K+].[K+]. Given the product [CH3:1][C@H:2]1[CH2:7][N:6]([CH2:8][C:9]2[CH:18]=[N:17][C:16]3[N:15]([CH2:31][C:30]4[CH:33]=[CH:34][C:27]([O:26][C:25]([F:24])([F:35])[F:36])=[CH:28][CH:29]=4)[C:14](=[O:19])[N:13]4[N:20]=[CH:21][N:22]=[C:12]4[C:11]=3[CH:10]=2)[CH2:5][C@@H:4]([CH3:23])[O:3]1, predict the reactants needed to synthesize it. (6) Given the product [C:8]([O:12][C:13](=[O:36])[CH2:14][N:15]([CH2:29][C:30]1[CH:31]=[CH:32][CH:33]=[CH:34][CH:35]=1)[CH2:16][C:17]1[CH:26]=[C:25]2[C:20]([C:21]([Cl:28])=[CH:22][N:23]=[C:24]2[NH:6][C:5]([NH2:7])=[NH:4])=[CH:19][CH:18]=1)([CH3:11])([CH3:9])[CH3:10], predict the reactants needed to synthesize it. The reactants are: [H-].[Na+].Cl.[NH2:4][C:5]([NH2:7])=[NH:6].[C:8]([O:12][C:13](=[O:36])[CH2:14][N:15]([CH2:29][C:30]1[CH:35]=[CH:34][CH:33]=[CH:32][CH:31]=1)[CH2:16][C:17]1[CH:26]=[C:25]2[C:20]([C:21]([Cl:28])=[CH:22][N:23]=[C:24]2Cl)=[CH:19][CH:18]=1)([CH3:11])([CH3:10])[CH3:9].